Dataset: Reaction yield outcomes from USPTO patents with 853,638 reactions. Task: Predict the reaction yield, written as a fraction of the theoretical maximum amount of product (1.0 means a 100% yield; for example, 0.34 means a 34% yield). The reactants are [NH:1]1[CH:5]=[C:4]([C:6]2[CH:11]=[C:10]([C:12]([NH2:14])=[O:13])[CH:9]=[CH:8][N:7]=2)[N:3]=[CH:2]1.Br[CH2:16][C:17]1[CH:22]=[CH:21][CH:20]=[CH:19][C:18]=1[Cl:23].C([O-])([O-])=O.[K+].[K+]. The catalyst is CN(C=O)C. The product is [Cl:23][C:18]1[CH:19]=[CH:20][CH:21]=[CH:22][C:17]=1[CH2:16][N:1]1[CH:5]=[C:4]([C:6]2[CH:11]=[C:10]([C:12]([NH2:14])=[O:13])[CH:9]=[CH:8][N:7]=2)[N:3]=[CH:2]1. The yield is 0.420.